Predict the reaction yield, written as a fraction of the theoretical maximum amount of product (1.0 means a 100% yield; for example, 0.34 means a 34% yield). From a dataset of Reaction yield outcomes from USPTO patents with 853,638 reactions. (1) The yield is 0.686. No catalyst specified. The reactants are [CH:1]([C:3]1[CH:18]=[CH:17][C:6]([O:7][C:8]2[CH:16]=[CH:15][C:11]([C:12]([NH2:14])=[O:13])=[CH:10][N:9]=2)=[C:5]([O:19][CH3:20])[CH:4]=1)=O.[CH2:21]([CH:23]([CH2:26][CH3:27])[CH2:24][NH2:25])[CH3:22]. The product is [CH2:21]([CH:23]([CH2:26][CH3:27])[CH2:24][NH:25][CH2:1][C:3]1[CH:18]=[CH:17][C:6]([O:7][C:8]2[CH:16]=[CH:15][C:11]([C:12]([NH2:14])=[O:13])=[CH:10][N:9]=2)=[C:5]([O:19][CH3:20])[CH:4]=1)[CH3:22]. (2) The yield is 0.760. The catalyst is CN1C(=O)CCC1.C1COCC1.O. The reactants are Cl[C:2]1[CH:11]=[CH:10][N:9]=[C:8]2[C:3]=1[C:4]1[CH:16]=[CH:15][CH:14]=[CH:13][C:5]=1[C:6](=[O:12])[NH:7]2.[NH2:17][C:18]1[CH:23]=[CH:22][C:21]([CH2:24][C:25]([O:27]C)=[O:26])=[CH:20][CH:19]=1.Cl.[Li+].[OH-]. The product is [O:12]=[C:6]1[C:5]2[CH:13]=[CH:14][CH:15]=[CH:16][C:4]=2[C:3]2[C:8](=[N:9][CH:10]=[CH:11][C:2]=2[NH:17][C:18]2[CH:19]=[CH:20][C:21]([CH2:24][C:25]([OH:27])=[O:26])=[CH:22][CH:23]=2)[NH:7]1. (3) The reactants are [F:1][C:2]1[C:3]([CH3:20])=[C:4]([C:8]2[CH:17]=[C:16]3[C:11]([CH:12]=[C:13]([NH2:18])[N:14]=[CH:15]3)=[C:10](C)[N:9]=2)[CH:5]=[N:6][CH:7]=1.CN(C(ON1N=NC2C=CC=NC1=2)=[N+](C)C)C.F[P-](F)(F)(F)(F)F.[F:45][C@H:46]1[CH2:48][C@H:47]1[C:49](O)=[O:50].C(N(CC)C(C)C)(C)C. The catalyst is CN(C=O)C.C(OCC)(=O)C. The product is [F:45][C@H:46]1[CH2:48][C@H:47]1[C:49]([NH:18][C:13]1[N:14]=[CH:15][C:16]2[C:11]([CH:12]=1)=[CH:10][N:9]=[C:8]([C:4]1[CH:5]=[N:6][CH:7]=[C:2]([F:1])[C:3]=1[CH3:20])[CH:17]=2)=[O:50]. The yield is 0.430. (4) The reactants are Cl.Cl.[N:3]1([NH:9][C:10]([C:12]2[CH:13]=[N:14][C:15]([C:18]3[CH:23]=[CH:22][CH:21]=[CH:20][CH:19]=3)=[N:16][CH:17]=2)=[O:11])[CH2:8][CH2:7][NH:6][CH2:5][CH2:4]1.[C:24](Cl)(=[O:26])[CH3:25].CCN(CC)CC. The catalyst is CN(C=O)C. The product is [C:24]([N:6]1[CH2:5][CH2:4][N:3]([NH:9][C:10]([C:12]2[CH:17]=[N:16][C:15]([C:18]3[CH:19]=[CH:20][CH:21]=[CH:22][CH:23]=3)=[N:14][CH:13]=2)=[O:11])[CH2:8][CH2:7]1)(=[O:26])[CH3:25]. The yield is 0.710. (5) The reactants are ClC1C=CC=C(C(OO)=[O:9])C=1.[Cl:12][C:13]1[CH:18]=[CH:17][C:16]([S:19][CH:20]([C:31]2[CH:36]=[C:35]([F:37])[CH:34]=[CH:33][C:32]=2[F:38])[C:21]2[C:22]([CH3:30])=[CH:23][C:24]([C:27]([NH2:29])=[O:28])=[N:25][CH:26]=2)=[CH:15][CH:14]=1. The catalyst is C(Cl)Cl. The product is [Cl:12][C:13]1[CH:18]=[CH:17][C:16]([S:19]([CH:20]([C:31]2[CH:36]=[C:35]([F:37])[CH:34]=[CH:33][C:32]=2[F:38])[C:21]2[C:22]([CH3:30])=[CH:23][C:24]([C:27]([NH2:29])=[O:28])=[N:25][CH:26]=2)=[O:9])=[CH:15][CH:14]=1. The yield is 0.590. (6) The reactants are [Cl-].[Al+3].[Cl-].[Cl-].[Cl:5][C:6]1[CH:14]=[CH:13][C:9]([C:10](Cl)=[O:11])=[CH:8][C:7]=1[S:15](=[O:18])(=[O:17])[NH2:16].[CH2:19]([N:21]1[C:26](=[O:27])[CH2:25][CH2:24][C:23]2[C:28]3[CH:29]=[CH:30][CH:31]=[CH:32][C:33]=3[CH2:34][C:22]1=2)[CH3:20]. The product is [Cl:5][C:6]1[CH:14]=[CH:13][C:9]([C:10]([C:31]2[CH:30]=[CH:29][C:28]3[C:23]4[CH2:24][CH2:25][C:26](=[O:27])[N:21]([CH2:19][CH3:20])[C:22]=4[CH2:34][C:33]=3[CH:32]=2)=[O:11])=[CH:8][C:7]=1[S:15]([NH2:16])(=[O:18])=[O:17]. The catalyst is ClCCl. The yield is 0.260. (7) The reactants are [NH2:1][C:2]1[CH:7]=[C:6]([Cl:8])[C:5]([C:9]([F:12])([F:11])[F:10])=[CH:4][C:3]=1[NH:13][C:14](=O)[CH2:15][CH2:16][CH:17]1[CH2:20][C:19](=[O:21])[CH2:18]1. The catalyst is C(O)(=O)C. The product is [Cl:8][C:6]1[C:5]([C:9]([F:12])([F:11])[F:10])=[CH:4][C:3]2[N:13]=[C:14]([CH2:15][CH2:16][CH:17]3[CH2:20][C:19](=[O:21])[CH2:18]3)[NH:1][C:2]=2[CH:7]=1. The yield is 0.660. (8) No catalyst specified. The product is [CH3:1][N:2]1[CH2:6][CH2:5][CH:4]([O:7][C:9]2[N:10]=[CH:11][C:12]([C:13]([O:15][CH2:16][CH3:17])=[O:14])=[CH:18][CH:19]=2)[CH2:3]1. The yield is 0.250. The reactants are [CH3:1][N:2]1[CH2:6][CH2:5][CH:4]([OH:7])[CH2:3]1.Cl[C:9]1[CH:19]=[CH:18][C:12]([C:13]([O:15][CH2:16][CH3:17])=[O:14])=[CH:11][N:10]=1.O1CCC(OC2N=CC(C(OCC)=O)=CC=2)CC1.